This data is from Forward reaction prediction with 1.9M reactions from USPTO patents (1976-2016). The task is: Predict the product of the given reaction. (1) Given the reactants [F:1][C:2]1[CH:7]=[CH:6][CH:5]=[CH:4][C:3]=1[N:8]1[C:16]2[C:11](=[C:12]([N:17]3[CH2:21][CH2:20][NH:19][C:18]3=[O:22])[CH:13]=[CH:14][CH:15]=2)[CH:10]=[N:9]1.[H-].[Na+].Cl[CH2:26][C:27]1[CH:32]=[N:31][CH:30]=[C:29]([CH3:33])[N:28]=1, predict the reaction product. The product is: [F:1][C:2]1[CH:7]=[CH:6][CH:5]=[CH:4][C:3]=1[N:8]1[C:16]2[C:11](=[C:12]([N:17]3[CH2:21][CH2:20][N:19]([CH2:26][C:27]4[CH:32]=[N:31][CH:30]=[C:29]([CH3:33])[N:28]=4)[C:18]3=[O:22])[CH:13]=[CH:14][CH:15]=2)[CH:10]=[N:9]1. (2) Given the reactants [CH2:1]([O:3][N:4]1[C:9]([CH3:11])([CH3:10])[CH2:8][C:7](=[O:12])[CH2:6][C:5]1([CH3:14])[CH3:13])[CH3:2].[CH3:15][Si:16](C#N)([CH3:18])[CH3:17].II.[C:23](#[N:25])C, predict the reaction product. The product is: [CH2:1]([O:3][N:4]1[C:5]([CH3:13])([CH3:14])[CH2:6][C:7]([C:23]#[N:25])([O:12][Si:16]([CH3:18])([CH3:17])[CH3:15])[CH2:8][C:9]1([CH3:11])[CH3:10])[CH3:2]. (3) Given the reactants [Cl:1][C:2]1[CH:18]=[CH:17][C:5]([C:6]([NH:8][C:9]2([CH2:15][OH:16])[CH2:14][CH2:13][CH2:12][CH2:11][CH2:10]2)=O)=[CH:4][N:3]=1.S(Cl)(Cl)=O.C(=O)([O-])[O-].[K+].[K+], predict the reaction product. The product is: [Cl:1][C:2]1[N:3]=[CH:4][C:5]([C:6]2[O:16][CH2:15][C:9]3([CH2:14][CH2:13][CH2:12][CH2:11][CH2:10]3)[N:8]=2)=[CH:17][CH:18]=1. (4) Given the reactants [H-].[Na+].[CH3:3][O:4][C:5]1[CH:34]=[CH:33][C:8]([CH2:9][N:10]([CH2:24][C:25]2[CH:30]=[CH:29][C:28]([O:31][CH3:32])=[CH:27][CH:26]=2)[C:11]2[CH:16]=[C:15]([F:17])[C:14]([C:18]([CH3:22])([CH3:21])[CH2:19][OH:20])=[C:13]([F:23])[CH:12]=2)=[CH:7][CH:6]=1.I[CH2:36][CH3:37].[Cl-].[NH4+], predict the reaction product. The product is: [CH2:36]([O:20][CH2:19][C:18]([C:14]1[C:13]([F:23])=[CH:12][C:11]([N:10]([CH2:9][C:8]2[CH:7]=[CH:6][C:5]([O:4][CH3:3])=[CH:34][CH:33]=2)[CH2:24][C:25]2[CH:26]=[CH:27][C:28]([O:31][CH3:32])=[CH:29][CH:30]=2)=[CH:16][C:15]=1[F:17])([CH3:22])[CH3:21])[CH3:37]. (5) The product is: [CH3:39][C:36]1([CH3:38])[O:37][C:32]2[C:31]3[C:25]([CH2:24][CH2:23][CH3:22])=[CH:26][C:27](=[O:28])[O:29][C:30]=3[C:41]([C:42](=[O:48])[CH2:43][CH3:44])=[C:40]([OH:45])[C:33]=2[CH:34]=[CH:35]1. Given the reactants CC1(C)OC2C3C(CCC)=CC(=O)OC=3C=C(O)C=2C=C1.[CH3:22][CH2:23][CH2:24][C:25]1[C:31]2[C:32]3[O:37][C:36]([CH3:39])([CH3:38])[CH:35]=[CH:34][C:33]=3[C:40]3[O:45][CH:44](C)[CH:43](C)[CH:42]([OH:48])[C:41]=3[C:30]=2[O:29][C:27](=[O:28])[CH:26]=1, predict the reaction product. (6) Given the reactants [CH:1](=[C:8]1/[C:9](=[O:17])[NH:10][C:11]2[C:16]/1=[CH:15][CH:14]=[CH:13][CH:12]=2)\[C:2]1[CH:7]=[CH:6][CH:5]=[CH:4][CH:3]=1.[CH3:18][NH:19][CH2:20]C(O)=O.[CH3:24][C:25]([CH3:29])=[CH:26][CH:27]=O, predict the reaction product. The product is: [CH3:18][N:19]1[CH2:20][CH:1]([C:2]2[CH:3]=[CH:4][CH:5]=[CH:6][CH:7]=2)[C:8]2([C:16]3[C:11](=[CH:12][CH:13]=[CH:14][CH:15]=3)[NH:10][C:9]2=[O:17])[CH:27]1[CH:26]=[C:25]([CH3:29])[CH3:24]. (7) Given the reactants [N+:1]([C:4]1[CH:9]=[CH:8][CH:7]=[C:6]([N+:10]([O-])=O)[C:5]=1[OH:13])([O-:3])=[O:2].[OH-].[NH4+].[Cl-].[NH4+].O.O.O.O.O.O.O.O.O.[S-2].[Na+].[Na+].Cl, predict the reaction product. The product is: [NH2:10][C:6]1[CH:7]=[CH:8][CH:9]=[C:4]([N+:1]([O-:3])=[O:2])[C:5]=1[OH:13]. (8) Given the reactants [Cl:1][C:2]1[CH:3]=[C:4]2[N:25]=[C:24]([O:26][C@H:27]3[C@H:31]4[O:32][CH2:33][C@@H:34]([OH:35])[C@H:30]4[O:29][CH2:28]3)[N:23]([CH2:36][O:37][CH2:38][CH2:39][Si:40]([CH3:43])([CH3:42])[CH3:41])[C:5]2=[N:6][C:7]=1[C:8]1[CH:13]=[CH:12][C:11](B2OC(C)(C)C(C)(C)O2)=[CH:10][CH:9]=1.Br[C:45]1[N:50]=[C:49]([N:51]=[S:52]([CH3:55])([CH3:54])=[O:53])[CH:48]=[CH:47][CH:46]=1, predict the reaction product. The product is: [Cl:1][C:2]1[CH:3]=[C:4]2[N:25]=[C:24]([O:26][C@@H:27]3[CH2:28][O:29][C@@H:30]4[C@H:34]([OH:35])[CH2:33][O:32][C@H:31]34)[N:23]([CH2:36][O:37][CH2:38][CH2:39][Si:40]([CH3:41])([CH3:43])[CH3:42])[C:5]2=[N:6][C:7]=1[C:8]1[CH:13]=[CH:12][C:11]([C:45]2[N:50]=[C:49]([N:51]=[S:52]([CH3:55])([CH3:54])=[O:53])[CH:48]=[CH:47][CH:46]=2)=[CH:10][CH:9]=1. (9) The product is: [OH:1][C@@H:2]1[CH2:9][N:8]([CH2:10][CH2:11][CH2:12][N:13]2[CH2:18][CH2:17][N:16]([C:19]3[CH:24]=[CH:23][CH:22]=[C:21]([C:33]4[CH:38]=[CH:37][CH:36]=[CH:35][N:34]=4)[CH:20]=3)[CH:15]([CH3:26])[C:14]2=[O:27])[CH2:7][CH2:6][C:3]21[CH2:5][CH2:4]2. Given the reactants [OH:1][C@@H:2]1[CH2:9][N:8]([CH2:10][CH2:11][CH2:12][N:13]2[CH2:18][CH2:17][N:16]([C:19]3[CH:24]=[CH:23][CH:22]=[C:21](I)[CH:20]=3)[CH:15]([CH3:26])[C:14]2=[O:27])[CH2:7][CH2:6][C:3]21[CH2:5][CH2:4]2.C([Sn](CCCC)(CCCC)[C:33]1[CH:38]=[CH:37][CH:36]=[CH:35][N:34]=1)CCC.[Cl-].[Li+], predict the reaction product.